This data is from Full USPTO retrosynthesis dataset with 1.9M reactions from patents (1976-2016). The task is: Predict the reactants needed to synthesize the given product. (1) Given the product [C:16]([OH:18])(=[O:17])[CH:15]([CH3:14])[OH:30].[C:16]([O:17][CH3:12])(=[O:18])[CH:15]([CH3:14])[OH:30], predict the reactants needed to synthesize it. The reactants are: [Sn](Cl)(Cl)(Cl)Cl.O.O.O.O.O.C(O)[C@H:12]1[O:17][C@H:16]([O:18][C@]2(CO)O[C@H](CO)[C@@H](O)[C@@H]2O)[C@H:15]([OH:30])[C@@H:14](O)[C@@H]1O.[OH-].[Na+].Cl.C([O-])(=O)C(C)O.[Na+].C(O)(=O)C(C)O. (2) The reactants are: [F:1][CH:2]([F:13])[C:3]([C:5]1[CH:10]=[CH:9][C:8]([OH:11])=[CH:7][C:6]=1[F:12])=[O:4].CCN(CC)CC.[O:21](S(C(F)(F)F)(=O)=O)[S:22]([C:25]([F:28])([F:27])[F:26])(=O)=[O:23]. Given the product [F:26][C:25]([F:28])([F:27])[S:22]([O:11][C:8]1[CH:9]=[CH:10][C:5]([C:3](=[O:4])[CH:2]([F:1])[F:13])=[C:6]([F:12])[CH:7]=1)(=[O:23])=[O:21], predict the reactants needed to synthesize it. (3) The reactants are: [OH:1][NH:2][C:3]([C:5]1([S:11][C:12]2[CH:17]=[CH:16][C:15]([O:18][CH2:19][C:20]#[C:21][CH3:22])=[CH:14][CH:13]=2)[CH2:10][CH2:9][NH:8][CH2:7][CH2:6]1)=[O:4].C(N(CC)CC)C.[Br:30][C:31]1[CH:38]=[CH:37][C:34]([CH2:35]Br)=[CH:33][CH:32]=1.Cl. Given the product [OH:1][NH:2][C:3]([C:5]1([S:11][C:12]2[CH:13]=[CH:14][C:15]([O:18][CH2:19][C:20]#[C:21][CH3:22])=[CH:16][CH:17]=2)[CH2:10][CH2:9][N:8]([CH2:35][C:34]2[CH:37]=[CH:38][C:31]([Br:30])=[CH:32][CH:33]=2)[CH2:7][CH2:6]1)=[O:4], predict the reactants needed to synthesize it. (4) Given the product [CH2:14]([C:15]1[CH:20]=[CH:19][C:18]([CH:2]2[C:9]3[CH:8]=[C:7]([C:10]([O:12][CH3:13])=[O:11])[NH:6][C:5]=3[CH2:4][CH2:3]2)=[CH:17][CH:16]=1)[C:21]1[CH:26]=[CH:25][CH:24]=[CH:23][CH:22]=1.[CH2:14]([C:15]1[CH:20]=[CH:19][C:18]([C:2]2[C:9]3[CH:8]=[C:7]([C:10]([O:12][CH3:13])=[O:11])[NH:6][C:5]=3[CH2:4][CH:3]=2)=[CH:17][CH:16]=1)[C:21]1[CH:26]=[CH:25][CH:24]=[CH:23][CH:22]=1, predict the reactants needed to synthesize it. The reactants are: O=[C:2]1[C:9]2[CH:8]=[C:7]([C:10]([O:12][CH3:13])=[O:11])[NH:6][C:5]=2[CH2:4][CH2:3]1.[CH2:14]([C:21]1[CH:26]=[CH:25][C:24]([Mg]Br)=[CH:23][CH:22]=1)[C:15]1[CH:20]=[CH:19][CH:18]=[CH:17][CH:16]=1.